This data is from Full USPTO retrosynthesis dataset with 1.9M reactions from patents (1976-2016). The task is: Predict the reactants needed to synthesize the given product. (1) The reactants are: [C:1]([N:8]1[CH2:13][CH2:12][NH:11][CH2:10][CH2:9]1)([O:3][C:4]([CH3:7])([CH3:6])[CH3:5])=[O:2].[N:14]#[C:15]Br. Given the product [C:15]([N:11]1[CH2:10][CH2:9][N:8]([C:1]([O:3][C:4]([CH3:7])([CH3:6])[CH3:5])=[O:2])[CH2:13][CH2:12]1)#[N:14], predict the reactants needed to synthesize it. (2) Given the product [CH3:33][NH:34][C:2]1[N:7]=[CH:6][N:5]=[C:4]([O:8][C:9]2[CH:14]=[CH:13][C:12]([NH:15][C:16](=[O:32])[NH:17][C:18]3[CH:19]=[C:20]([CH:25]=[C:26]([C:28]([F:31])([F:30])[F:29])[CH:27]=3)[C:21]([NH:23][CH3:24])=[O:22])=[CH:11][CH:10]=2)[CH:3]=1, predict the reactants needed to synthesize it. The reactants are: Cl[C:2]1[N:7]=[CH:6][N:5]=[C:4]([O:8][C:9]2[CH:14]=[CH:13][C:12]([NH:15][C:16](=[O:32])[NH:17][C:18]3[CH:19]=[C:20]([CH:25]=[C:26]([C:28]([F:31])([F:30])[F:29])[CH:27]=3)[C:21]([NH:23][CH3:24])=[O:22])=[CH:11][CH:10]=2)[CH:3]=1.[CH3:33][NH2:34]. (3) Given the product [Br:9][CH2:1][C:2]1[CH:7]=[CH:6][N+:5]([O-:8])=[CH:4][CH:3]=1, predict the reactants needed to synthesize it. The reactants are: [CH3:1][C:2]1[CH:7]=[CH:6][N+:5]([O-:8])=[CH:4][CH:3]=1.[Br:9]N1C(=O)CCC1=O.CC(N=NC(C#N)(C)C)(C#N)C. (4) The reactants are: Cl[C:2]1[N:7]=[C:6]([NH:8][C:9]2[CH:13]=[C:12]([O:14][CH:15]([CH3:17])[CH3:16])[NH:11][N:10]=2)[C:5]([N+:18]([O-:20])=[O:19])=[CH:4][CH:3]=1.[F:21][C:22]1[CH:27]=[CH:26][C:25]([C@@H:28]([NH2:30])[CH3:29])=[CH:24][CH:23]=1.CCN(C(C)C)C(C)C. Given the product [F:21][C:22]1[CH:27]=[CH:26][C:25]([C@@H:28]([NH:30][C:2]2[N:7]=[C:6]([NH:8][C:9]3[CH:13]=[C:12]([O:14][CH:15]([CH3:17])[CH3:16])[NH:11][N:10]=3)[C:5]([N+:18]([O-:20])=[O:19])=[CH:4][CH:3]=2)[CH3:29])=[CH:24][CH:23]=1, predict the reactants needed to synthesize it. (5) Given the product [CH2:1]([O:3][C:4](=[O:13])[C:5]1[C:10]([O:15][CH3:14])=[CH:9][CH:8]=[N:7][C:6]=1[Cl:12])[CH3:2], predict the reactants needed to synthesize it. The reactants are: [CH2:1]([O:3][C:4](=[O:13])[C:5]1[C:10](Br)=[CH:9][CH:8]=[N:7][C:6]=1[Cl:12])[CH3:2].[CH3:14][O-:15].[Na+]. (6) Given the product [Cl:19][C:5]1[C:6]([NH:8][C:9]2[CH:18]=[CH:17][CH:16]=[CH:15][C:10]=2[C:11]([NH:13][CH3:14])=[O:12])=[N:7][C:2]([NH:20][C:21]2[CH:35]=[CH:34][C:24]3[N:25]([CH3:33])[C:26](=[O:32])[CH2:27][CH2:28][C:29]([CH3:31])([CH3:30])[C:23]=3[CH:22]=2)=[N:3][CH:4]=1, predict the reactants needed to synthesize it. The reactants are: Cl[C:2]1[N:7]=[C:6]([NH:8][C:9]2[CH:18]=[CH:17][CH:16]=[CH:15][C:10]=2[C:11]([NH:13][CH3:14])=[O:12])[C:5]([Cl:19])=[CH:4][N:3]=1.[NH2:20][C:21]1[CH:35]=[CH:34][C:24]2[N:25]([CH3:33])[C:26](=[O:32])[CH2:27][CH2:28][C:29]([CH3:31])([CH3:30])[C:23]=2[CH:22]=1.Cl. (7) Given the product [F:1][C:2]1[CH:3]=[CH:4][C:5]([OH:28])=[C:6]([CH:27]=1)[C:7]([NH:9][C:10]1[C:11]([C:23]([OH:25])=[O:24])=[C:12]([C:15]2[CH:20]=[CH:19][C:18]([CH3:21])=[CH:17][C:16]=2[F:22])[S:13][CH:14]=1)=[O:8], predict the reactants needed to synthesize it. The reactants are: [F:1][C:2]1[CH:3]=[CH:4][C:5]([OH:28])=[C:6]([CH:27]=1)[C:7]([NH:9][C:10]1[C:11]([C:23]([O:25]C)=[O:24])=[C:12]([C:15]2[CH:20]=[CH:19][C:18]([CH3:21])=[CH:17][C:16]=2[F:22])[S:13][CH:14]=1)=[O:8].[OH-].[Li+]. (8) Given the product [CH:1]1([NH:4][C:5](=[O:38])[C:6]2[CH:11]=[C:10]([F:12])[C:9]([CH3:13])=[C:8]([C:14]3[CH:15]=[C:16]4[C:21](=[CH:22][CH:23]=3)[C:20](=[O:24])[N:19]([CH2:25][CH:26]3[CH2:28][CH2:27]3)[CH:18]=[C:17]4[CH2:29][N:30]3[CH2:35][CH2:34][N:33]([CH3:41])[C@@H:32]([CH2:36][OH:37])[CH2:31]3)[CH:7]=2)[CH2:3][CH2:2]1, predict the reactants needed to synthesize it. The reactants are: [CH:1]1([NH:4][C:5](=[O:38])[C:6]2[CH:11]=[C:10]([F:12])[C:9]([CH3:13])=[C:8]([C:14]3[CH:15]=[C:16]4[C:21](=[CH:22][CH:23]=3)[C:20](=[O:24])[N:19]([CH2:25][CH:26]3[CH2:28][CH2:27]3)[CH:18]=[C:17]4[CH2:29][N:30]3[CH2:35][CH2:34][NH:33][C@@H:32]([CH2:36][OH:37])[CH2:31]3)[CH:7]=2)[CH2:3][CH2:2]1.C=O.[C:41](O[BH-](OC(=O)C)OC(=O)C)(=O)C.[Na+].O. (9) Given the product [CH3:15][O:14][C:12]1[C:11]([C:16]([F:19])([F:18])[F:17])=[CH:10][C:9]2[NH:20][C:21](=[O:33])[CH2:22][C:23]([C:25]3[CH:30]=[CH:29][N:28]=[C:27]([C:31]#[N:32])[CH:26]=3)=[N:7][C:8]=2[CH:13]=1, predict the reactants needed to synthesize it. The reactants are: C(OC(=O)[NH:7][C:8]1[CH:13]=[C:12]([O:14][CH3:15])[C:11]([C:16]([F:19])([F:18])[F:17])=[CH:10][C:9]=1[NH:20][C:21](=[O:33])[CH2:22][C:23]([C:25]1[CH:30]=[CH:29][N:28]=[C:27]([C:31]#[N:32])[CH:26]=1)=O)(C)(C)C.C(O)(C(F)(F)F)=O.